This data is from Forward reaction prediction with 1.9M reactions from USPTO patents (1976-2016). The task is: Predict the product of the given reaction. (1) Given the reactants C[O:2][C:3]([C:5]1([C:8]2[CH:13]=[CH:12][C:11]([C:14]3[CH:19]=[CH:18][C:17]([N:20]4[C:24]([NH:25][C:26]([O:28][C@@H:29]([C:31]5[CH:36]=[CH:35][CH:34]=[CH:33][CH:32]=5)[CH3:30])=[O:27])=[C:23](C)[CH:22]=[N:21]4)=[CH:16][N:15]=3)=[CH:10][CH:9]=2)[CH2:7][CH2:6]1)=[O:4].[Li+].[OH-].Cl.COC(C1(C2C=CC(C3C=CC(N4C(NC(O[C@@H](C5C=CC=CC=5)C)=O)=CC=N4)=CN=3)=CC=2)CC1)=O, predict the reaction product. The product is: [C:31]1([C@H:29]([O:28][C:26]([NH:25][C:24]2[N:20]([C:17]3[CH:18]=[CH:19][C:14]([C:11]4[CH:10]=[CH:9][C:8]([C:5]5([C:3]([OH:4])=[O:2])[CH2:6][CH2:7]5)=[CH:13][CH:12]=4)=[N:15][CH:16]=3)[N:21]=[CH:22][CH:23]=2)=[O:27])[CH3:30])[CH:36]=[CH:35][CH:34]=[CH:33][CH:32]=1. (2) Given the reactants [CH3:1][O:2][C:3]1[N:8]=[CH:7][C:6]([CH2:9][N:10]2[C:18]3[CH:17]=[CH:16][CH:15]=[CH:14][C:13]=3[C:12]3[CH2:19][C@H:20]4[C:25](=[O:26])[N:24]([CH2:27][CH2:28][C:29]([O:31]C(C)(C)C)=[O:30])[C:23](=[O:36])[N:21]4[CH2:22][C:11]2=3)=[CH:5][CH:4]=1, predict the reaction product. The product is: [CH3:1][O:2][C:3]1[N:8]=[CH:7][C:6]([CH2:9][N:10]2[C:18]3[CH:17]=[CH:16][CH:15]=[CH:14][C:13]=3[C:12]3[CH2:19][C@H:20]4[C:25](=[O:26])[N:24]([CH2:27][CH2:28][C:29]([OH:31])=[O:30])[C:23](=[O:36])[N:21]4[CH2:22][C:11]2=3)=[CH:5][CH:4]=1. (3) Given the reactants I[C:2]1[CH:3]=[CH:4][C:5]([CH3:24])=[C:6]([N:8]2[CH2:13][CH2:12][N:11]([S:14]([C:17]3[CH:22]=[CH:21][C:20]([CH3:23])=[CH:19][CH:18]=3)(=[O:16])=[O:15])[CH2:10][CH2:9]2)[CH:7]=1.[F:25][CH:26]([F:37])[O:27][C:28]1[CH:29]=[C:30]([S:34]([O-:36])=[O:35])[CH:31]=[CH:32][CH:33]=1.[Na+].C(=O)([O-])[O-].[Cs+].[Cs+], predict the reaction product. The product is: [F:37][CH:26]([F:25])[O:27][C:28]1[CH:29]=[C:30]([S:34]([C:2]2[CH:3]=[CH:4][C:5]([CH3:24])=[C:6]([N:8]3[CH2:13][CH2:12][N:11]([S:14]([C:17]4[CH:22]=[CH:21][C:20]([CH3:23])=[CH:19][CH:18]=4)(=[O:16])=[O:15])[CH2:10][CH2:9]3)[CH:7]=2)(=[O:36])=[O:35])[CH:31]=[CH:32][CH:33]=1. (4) The product is: [Cl:1][C:2]1[C:10]([C:11]#[N:12])=[CH:9][CH:8]=[C:7]2[C:3]=1[CH:4]=[C:5]([CH2:19][CH2:20][CH3:21])[N:6]2[CH2:13][C:14]1[N:17]=[C:50]([C:44]2[CH:43]=[N:42][N:41]([CH3:40])[C:45]=2[C:46]([F:49])([F:47])[F:48])[O:16][N:15]=1. Given the reactants [Cl:1][C:2]1[C:10]([C:11]#[N:12])=[CH:9][CH:8]=[C:7]2[C:3]=1[CH:4]=[C:5]([CH2:19][CH2:20][CH3:21])[N:6]2[CH2:13]/[C:14](=[N:17]/[H])/[NH:15][OH:16].C(P1(=O)OP(CCC)(=O)OP(CCC)(=O)O1)CC.[CH3:40][N:41]1[C:45]([C:46]([F:49])([F:48])[F:47])=[C:44]([C:50](O)=O)[CH:43]=[N:42]1.CCN(C(C)C)C(C)C, predict the reaction product.